Dataset: Reaction yield outcomes from USPTO patents with 853,638 reactions. Task: Predict the reaction yield, written as a fraction of the theoretical maximum amount of product (1.0 means a 100% yield; for example, 0.34 means a 34% yield). The reactants are [CH:1]1[C:13]2[CH2:12][C:11]3[C:6](=[CH:7][CH:8]=[CH:9][CH:10]=3)[C:5]=2[CH:4]=[CH:3][CH:2]=1.C[C:15]([CH3:18])([O-])[CH3:16].[K+].Br[CH2:21][CH2:22][CH2:23][CH2:24][CH2:25][CH2:26][CH2:27][CH2:28][CH2:29][CH2:30][CH2:31][CH2:32][CH2:33][CH3:34]. The catalyst is CS(C)=O. The product is [CH2:21]([C:12]1([CH2:9][CH2:8][CH2:7][CH2:6][CH2:5][CH2:4][CH2:3][CH2:2][CH2:1][CH2:13][CH2:12][CH2:16][CH2:15][CH3:18])[C:11]2[CH:10]=[CH:9][CH:8]=[CH:7][C:6]=2[C:5]2[C:13]1=[CH:1][CH:2]=[CH:3][CH:4]=2)[CH2:22][CH2:23][CH2:24][CH2:25][CH2:26][CH2:27][CH2:28][CH2:29][CH2:30][CH2:31][CH2:32][CH2:33][CH3:34]. The yield is 0.833.